Dataset: Catalyst prediction with 721,799 reactions and 888 catalyst types from USPTO. Task: Predict which catalyst facilitates the given reaction. Reactant: [CH:1]([N:4]1[C:8]([C:9]2[N:18]=[C:17]3[N:11]([CH2:12][CH2:13][O:14][C:15]4[CH:22]=[C:21]([N:23]5[CH2:28][CH2:27][CH2:26][CH2:25][CH:24]5[C:29](O)=[O:30])[CH:20]=[CH:19][C:16]=43)[CH:10]=2)=[N:7][CH:6]=[N:5]1)([CH3:3])[CH3:2].CC[N:34]=C=NCCCN(C)C.C1C=CC2N(O)N=NC=2C=1.CCN(C(C)C)C(C)C.[Cl-].[NH4+]. Product: [CH:1]([N:4]1[C:8]([C:9]2[N:18]=[C:17]3[C:16]4[CH:19]=[CH:20][C:21]([N:23]5[CH2:28][CH2:27][CH2:26][CH2:25][CH:24]5[C:29]([NH2:34])=[O:30])=[CH:22][C:15]=4[O:14][CH2:13][CH2:12][N:11]3[CH:10]=2)=[N:7][CH:6]=[N:5]1)([CH3:3])[CH3:2]. The catalyst class is: 3.